This data is from Full USPTO retrosynthesis dataset with 1.9M reactions from patents (1976-2016). The task is: Predict the reactants needed to synthesize the given product. (1) Given the product [CH2:17]([O:1][C:2]1[CH:7]=[CH:6][C:5]([C:8](=[O:10])[CH3:9])=[CH:4][CH:3]=1)[C:18]1[CH:23]=[CH:22][CH:21]=[CH:20][CH:19]=1, predict the reactants needed to synthesize it. The reactants are: [OH:1][C:2]1[CH:7]=[CH:6][C:5]([C:8](=[O:10])[CH3:9])=[CH:4][CH:3]=1.C(=O)([O-])[O-].[K+].[K+].[CH2:17](Br)[C:18]1[CH:23]=[CH:22][CH:21]=[CH:20][CH:19]=1. (2) The reactants are: [CH2:1]([O:8][C:9]([N:11]1[CH2:15][CH2:14][CH2:13][C@H:12]1[C:16](=[O:33])[NH:17][C:18]1[CH:23]=[CH:22][CH:21]=[C:20](B2OC(C)(C)C(C)(C)O2)[CH:19]=1)=[O:10])[C:2]1[CH:7]=[CH:6][CH:5]=[CH:4][CH:3]=1.Br[C:35]1[CH:36]=[C:37]([CH:45]=[CH:46][CH:47]=1)[CH2:38][NH:39][C:40]([CH:42]1[CH2:44][CH2:43]1)=[O:41].CN(C=O)C. Given the product [CH2:1]([O:8][C:9]([N:11]1[CH2:15][CH2:14][CH2:13][C@H:12]1[C:16](=[O:33])[NH:17][C:18]1[CH:19]=[C:20]([C:46]2[CH:47]=[CH:35][CH:36]=[C:37]([CH2:38][NH:39][C:40]([CH:42]3[CH2:44][CH2:43]3)=[O:41])[CH:45]=2)[CH:21]=[CH:22][CH:23]=1)=[O:10])[C:2]1[CH:7]=[CH:6][CH:5]=[CH:4][CH:3]=1, predict the reactants needed to synthesize it. (3) Given the product [CH:21]1([CH:14]([C:15]2[CH:20]=[CH:19][CH:18]=[CH:17][CH:16]=2)[CH2:13][NH:12][C:10]2[C:9]3[C:4](=[CH:5][CH:6]=[CH:7][CH:8]=3)[N:3]=[C:2]([C:32]3[CH:33]=[CH:34][C:29]([N:28]([CH3:44])[CH3:27])=[CH:30][CH:31]=3)[N:11]=2)[CH2:26][CH2:25][CH2:24][CH2:23][CH2:22]1, predict the reactants needed to synthesize it. The reactants are: Cl[C:2]1[N:11]=[C:10]([NH:12][CH2:13][CH:14]([CH:21]2[CH2:26][CH2:25][CH2:24][CH2:23][CH2:22]2)[C:15]2[CH:20]=[CH:19][CH:18]=[CH:17][CH:16]=2)[C:9]2[C:4](=[CH:5][CH:6]=[CH:7][CH:8]=2)[N:3]=1.[CH3:27][N:28]([CH3:44])[C:29]1[CH:34]=[CH:33][C:32](B2OC(C)(C)C(C)(C)O2)=[CH:31][CH:30]=1.C1(C(C2C=CC=CN=2)CNC2C3C(=CC=CC=3)N=C(C3C=CC(NS(C)(=O)=O)=CC=3)N=2)C=CC=CC=1. (4) Given the product [O:1]1[CH2:6][CH2:5][CH2:4][CH2:3][CH:2]1[N:7]1[C:15]2[C:10](=[CH:11][C:12]([C:16]3[N:20]=[CH:19][N:18]([C:21]([C:28]4[CH:33]=[CH:32][CH:31]=[CH:30][CH:29]=4)([C:22]4[CH:27]=[CH:26][CH:25]=[CH:24][CH:23]=4)[C:34]4[CH:35]=[CH:36][CH:37]=[CH:38][CH:39]=4)[N:17]=3)=[CH:13][CH:14]=2)[C:9]([C:40]2[CH:41]=[C:42]([NH:46][C:47](=[O:51])[CH2:48][CH2:49][CH3:50])[CH:43]=[CH:44][CH:45]=2)=[N:8]1, predict the reactants needed to synthesize it. The reactants are: [O:1]1[CH2:6][CH2:5][CH2:4][CH2:3][CH:2]1[N:7]1[C:15]2[C:10](=[CH:11][C:12]([C:16]3[N:20]=[CH:19][N:18]([C:21]([C:34]4[CH:39]=[CH:38][CH:37]=[CH:36][CH:35]=4)([C:28]4[CH:33]=[CH:32][CH:31]=[CH:30][CH:29]=4)[C:22]4[CH:27]=[CH:26][CH:25]=[CH:24][CH:23]=4)[N:17]=3)=[CH:13][CH:14]=2)[C:9]([C:40]2[CH:41]=[C:42]([NH2:46])[CH:43]=[CH:44][CH:45]=2)=[N:8]1.[C:47](Cl)(=[O:51])[CH2:48][CH2:49][CH3:50].C(N(CC)CC)C.